Dataset: Forward reaction prediction with 1.9M reactions from USPTO patents (1976-2016). Task: Predict the product of the given reaction. (1) Given the reactants [CH:1](=[C:8]1/[N:9]=[C:10]([C:14]2[CH:19]=[C:18]([F:20])[CH:17]=[CH:16][C:15]=2[F:21])[NH:11][C:12]/1=[O:13])/[C:2]1[CH:7]=[CH:6][CH:5]=[CH:4][CH:3]=1.[Cl:22][C:23]1[CH:28]=[CH:27][C:26](/[CH:29]=[CH:30]/[CH:31]=[O:32])=[CH:25][CH:24]=1, predict the reaction product. The product is: [Cl:22][C:23]1[CH:24]=[CH:25][C:26]([CH2:29][CH:30]2[C:31](=[O:32])[O:13][C:12]3[NH:11][C:10]([C:14]4[CH:19]=[C:18]([F:20])[CH:17]=[CH:16][C:15]=4[F:21])=[N:9][C:8]=3[CH:1]2[C:2]2[CH:3]=[CH:4][CH:5]=[CH:6][CH:7]=2)=[CH:27][CH:28]=1. (2) The product is: [CH2:46]([NH:53][C:23]([CH2:22][CH2:21][N:18]1[CH:19]=[CH:20][C:16]([NH:15][C:13](=[O:14])[C@@H:12]([C:4]2[CH:5]=[CH:6][C:7]([S:8]([CH3:11])(=[O:9])=[O:10])=[C:2]([Cl:1])[CH:3]=2)[CH2:26][CH:27]2[CH2:31][CH2:30][CH2:29][CH2:28]2)=[N:17]1)=[O:24])[C:47]1[CH:52]=[CH:51][CH:50]=[CH:49][CH:48]=1. Given the reactants [Cl:1][C:2]1[CH:3]=[C:4]([C@@H:12]([CH2:26][CH:27]2[CH2:31][CH2:30][CH2:29][CH2:28]2)[C:13]([NH:15][C:16]2[CH:20]=[CH:19][N:18]([CH2:21][CH2:22][C:23](O)=[O:24])[N:17]=2)=[O:14])[CH:5]=[CH:6][C:7]=1[S:8]([CH3:11])(=[O:10])=[O:9].C(Cl)(=O)C(Cl)=O.N1C(C)=CC=CC=1C.[CH2:46]([NH2:53])[C:47]1[CH:52]=[CH:51][CH:50]=[CH:49][CH:48]=1, predict the reaction product.